This data is from Reaction yield outcomes from USPTO patents with 853,638 reactions. The task is: Predict the reaction yield, written as a fraction of the theoretical maximum amount of product (1.0 means a 100% yield; for example, 0.34 means a 34% yield). (1) The reactants are [F:1][C:2]1[CH:7]=[CH:6][C:5]([F:8])=[CH:4][C:3]=1[NH:9][C:10]1[N:15]2[N:16]=[CH:17][C:18]([S:19]([NH2:22])(=[O:21])=[O:20])=[C:14]2[N:13]=[CH:12][C:11]=1[C:23]([N:25]1[CH2:30][CH2:29][CH:28]([C:31]2[CH:36]=[CH:35][C:34]([F:37])=[CH:33][CH:32]=2)[CH2:27][CH2:26]1)=[O:24].[C:38](O)(=[O:40])[CH3:39]. No catalyst specified. The product is [F:1][C:2]1[CH:7]=[CH:6][C:5]([F:8])=[CH:4][C:3]=1[NH:9][C:10]1[N:15]2[N:16]=[CH:17][C:18]([S:19]([NH:22][C:38](=[O:40])[CH3:39])(=[O:21])=[O:20])=[C:14]2[N:13]=[CH:12][C:11]=1[C:23]([N:25]1[CH2:30][CH2:29][CH:28]([C:31]2[CH:32]=[CH:33][C:34]([F:37])=[CH:35][CH:36]=2)[CH2:27][CH2:26]1)=[O:24]. The yield is 0.840. (2) The reactants are [Cl:1][C:2]1[N:6]2[CH:7]=[C:8]([CH:15]3[CH2:19][CH2:18][CH2:17][CH2:16]3)[CH:9]=[C:10]([C:11]([F:14])([F:13])[F:12])[C:5]2=[N:4][C:3]=1[C:20]([OH:22])=O.Cl.[NH:24]1[CH2:29][CH2:28][CH:27]([N:30]2[CH2:34][CH2:33][O:32][C:31]2=[O:35])[CH2:26][CH2:25]1.C(N(C(C)C)C(C)C)C.F[P-](F)(F)(F)(F)F.CN(C(ON1C2=NC=CC=C2N=N1)=[N+](C)C)C. The catalyst is CN(C)C=O.O. The product is [Cl:1][C:2]1[N:6]2[CH:7]=[C:8]([CH:15]3[CH2:16][CH2:17][CH2:18][CH2:19]3)[CH:9]=[C:10]([C:11]([F:13])([F:12])[F:14])[C:5]2=[N:4][C:3]=1[C:20]([N:24]1[CH2:25][CH2:26][CH:27]([N:30]2[CH2:34][CH2:33][O:32][C:31]2=[O:35])[CH2:28][CH2:29]1)=[O:22]. The yield is 0.520. (3) The reactants are C(OC([N:8]1[CH2:13][CH2:12][N:11]([C:14]2[CH:19]=[CH:18][C:17]([C:20]([F:23])([F:22])[F:21])=[CH:16][C:15]=2[Cl:24])[CH2:10][CH2:9]1)=O)(C)(C)C.FC(F)(F)C(O)=O. The catalyst is C(Cl)Cl. The product is [Cl:24][C:15]1[CH:16]=[C:17]([C:20]([F:21])([F:22])[F:23])[CH:18]=[CH:19][C:14]=1[N:11]1[CH2:12][CH2:13][NH:8][CH2:9][CH2:10]1. The yield is 0.460. (4) The reactants are [Cl:1][C:2]([F:13])([F:12])[C:3]1[N:8]=[CH:7][C:6]([CH:9](O)[CH3:10])=[CH:5][CH:4]=1.S(Cl)([Cl:16])=O. The catalyst is C(Cl)Cl. The product is [Cl:1][C:2]([F:13])([F:12])[C:3]1[CH:4]=[CH:5][C:6]([CH:9]([Cl:16])[CH3:10])=[CH:7][N:8]=1. The yield is 0.980. (5) The reactants are [F:1][C:2]1[CH:7]=[CH:6][C:5]([OH:8])=[C:4]([CH3:9])[C:3]=1[NH:10][CH2:11][C:12]1[CH:17]=[C:16]([C:18]2[CH:23]=[CH:22][CH:21]=[C:20]([F:24])[CH:19]=2)[CH:15]=[CH:14][C:13]=1[F:25].C([O-])([O-])=O.[Cs+].[Cs+].Br[CH2:33][C:34]([O:36][CH:37]([CH3:39])[CH3:38])=[O:35].O. The catalyst is CN(C=O)C. The product is [F:1][C:2]1[CH:7]=[CH:6][C:5]([O:8][CH2:33][C:34]([O:36][CH:37]([CH3:39])[CH3:38])=[O:35])=[C:4]([CH3:9])[C:3]=1[NH:10][CH2:11][C:12]1[CH:17]=[C:16]([C:18]2[CH:23]=[CH:22][CH:21]=[C:20]([F:24])[CH:19]=2)[CH:15]=[CH:14][C:13]=1[F:25]. The yield is 0.800. (6) The reactants are [F:1][C:2]([F:21])([F:20])[C:3](=O)[CH2:4][C:5]([C:7]1[CH:12]=[CH:11][C:10]([C:13]2[O:14][CH:15]=[CH:16][CH:17]=2)=[C:9]([CH3:18])[CH:8]=1)=O.Cl.[S:23]([C:27]1[CH:32]=[CH:31][C:30]([NH:33][NH2:34])=[CH:29][CH:28]=1)(=[O:26])(=[O:25])[NH2:24]. The catalyst is C(O)C. The product is [O:14]1[CH:15]=[CH:16][CH:17]=[C:13]1[C:10]1[CH:11]=[CH:12][C:7]([C:5]2[N:33]([C:30]3[CH:29]=[CH:28][C:27]([S:23]([NH2:24])(=[O:26])=[O:25])=[CH:32][CH:31]=3)[N:34]=[C:3]([C:2]([F:21])([F:20])[F:1])[CH:4]=2)=[CH:8][C:9]=1[CH3:18]. The yield is 0.200. (7) The reactants are [F:1][C:2]1[CH:21]=[CH:20][C:5]([C:6]([NH:8][C:9]2[C:18]([OH:19])=[CH:17][CH:16]=[CH:15][C:10]=2[C:11]([O:13][CH3:14])=[O:12])=O)=[CH:4][CH:3]=1.C1(C)C=CC(S(O)(=O)=O)=CC=1.C([O-])(O)=O.[Na+]. The catalyst is C1(C)C(C)=CC=CC=1. The product is [F:1][C:2]1[CH:21]=[CH:20][C:5]([C:6]2[O:19][C:18]3[C:9](=[C:10]([C:11]([O:13][CH3:14])=[O:12])[CH:15]=[CH:16][CH:17]=3)[N:8]=2)=[CH:4][CH:3]=1. The yield is 0.550.